From a dataset of Forward reaction prediction with 1.9M reactions from USPTO patents (1976-2016). Predict the product of the given reaction. Given the reactants [CH2:1]([N:8]1[C:16]2[C:11](=[C:12]([C:17]3[CH:22]=[CH:21][C:20]([OH:23])=[CH:19][CH:18]=3)[CH:13]=[CH:14][CH:15]=2)[C:10]([CH3:24])=[C:9]1[C:25]1[CH:30]=[CH:29][CH:28]=[CH:27][CH:26]=1)[C:2]1[CH:7]=[CH:6][CH:5]=[CH:4][CH:3]=1.O=[O+][O-].Br[CH2:35][C:36]([O:38][CH3:39])=[O:37], predict the reaction product. The product is: [CH3:39][O:38][C:36](=[O:37])[CH2:35][O:23][C:20]1[CH:21]=[CH:22][C:17]([C:12]2[CH:13]=[CH:14][CH:15]=[C:16]3[C:11]=2[C:10]([CH3:24])=[C:9]([C:25]2[CH:30]=[CH:29][CH:28]=[CH:27][CH:26]=2)[N:8]3[CH2:1][C:2]2[CH:3]=[CH:4][CH:5]=[CH:6][CH:7]=2)=[CH:18][CH:19]=1.